This data is from Catalyst prediction with 721,799 reactions and 888 catalyst types from USPTO. The task is: Predict which catalyst facilitates the given reaction. Reactant: [N:1]1([NH:14]C(=O)OC(C)(C)C)[C:13]2[C:12]3[CH:11]=[CH:10][CH:9]=[CH:8][C:7]=3[N:6]=[CH:5][C:4]=2[N:3]=[CH:2]1.Cl. Product: [N:1]1([NH2:14])[C:13]2[C:12]3[CH:11]=[CH:10][CH:9]=[CH:8][C:7]=3[N:6]=[CH:5][C:4]=2[N:3]=[CH:2]1. The catalyst class is: 621.